This data is from NCI-60 drug combinations with 297,098 pairs across 59 cell lines. The task is: Regression. Given two drug SMILES strings and cell line genomic features, predict the synergy score measuring deviation from expected non-interaction effect. (1) Drug 1: CCC1=CC2CC(C3=C(CN(C2)C1)C4=CC=CC=C4N3)(C5=C(C=C6C(=C5)C78CCN9C7C(C=CC9)(C(C(C8N6C)(C(=O)OC)O)OC(=O)C)CC)OC)C(=O)OC. Drug 2: C1CC(C1)(C2=CC=C(C=C2)C3=C(C=C4C(=N3)C=CN5C4=NNC5=O)C6=CC=CC=C6)N. Cell line: HT29. Synergy scores: CSS=70.7, Synergy_ZIP=3.27, Synergy_Bliss=2.46, Synergy_Loewe=1.53, Synergy_HSA=4.59. (2) Drug 1: C1CCC(C1)C(CC#N)N2C=C(C=N2)C3=C4C=CNC4=NC=N3. Drug 2: CC12CCC3C(C1CCC2=O)CC(=C)C4=CC(=O)C=CC34C. Cell line: COLO 205. Synergy scores: CSS=54.7, Synergy_ZIP=3.83, Synergy_Bliss=2.07, Synergy_Loewe=-17.0, Synergy_HSA=-4.22. (3) Drug 1: C1=C(C(=O)NC(=O)N1)N(CCCl)CCCl. Drug 2: CC1=C(N=C(N=C1N)C(CC(=O)N)NCC(C(=O)N)N)C(=O)NC(C(C2=CN=CN2)OC3C(C(C(C(O3)CO)O)O)OC4C(C(C(C(O4)CO)O)OC(=O)N)O)C(=O)NC(C)C(C(C)C(=O)NC(C(C)O)C(=O)NCCC5=NC(=CS5)C6=NC(=CS6)C(=O)NCCC[S+](C)C)O. Cell line: HS 578T. Synergy scores: CSS=29.3, Synergy_ZIP=-4.55, Synergy_Bliss=-2.88, Synergy_Loewe=-0.293, Synergy_HSA=2.52. (4) Synergy scores: CSS=31.0, Synergy_ZIP=-5.30, Synergy_Bliss=-8.23, Synergy_Loewe=-7.65, Synergy_HSA=-5.05. Cell line: NCI-H322M. Drug 2: CC1C(C(CC(O1)OC2CC(CC3=C2C(=C4C(=C3O)C(=O)C5=C(C4=O)C(=CC=C5)OC)O)(C(=O)CO)O)N)O.Cl. Drug 1: CC(C)NC(=O)C1=CC=C(C=C1)CNNC.Cl. (5) Drug 2: C1=CC=C(C(=C1)C(C2=CC=C(C=C2)Cl)C(Cl)Cl)Cl. Drug 1: CC1=C(C=C(C=C1)NC2=NC=CC(=N2)N(C)C3=CC4=NN(C(=C4C=C3)C)C)S(=O)(=O)N.Cl. Synergy scores: CSS=1.38, Synergy_ZIP=0.886, Synergy_Bliss=6.55, Synergy_Loewe=4.17, Synergy_HSA=4.54. Cell line: OVCAR-5. (6) Drug 1: CCCS(=O)(=O)NC1=C(C(=C(C=C1)F)C(=O)C2=CNC3=C2C=C(C=N3)C4=CC=C(C=C4)Cl)F. Drug 2: CC1=C(C(=CC=C1)Cl)NC(=O)C2=CN=C(S2)NC3=CC(=NC(=N3)C)N4CCN(CC4)CCO. Cell line: 786-0. Synergy scores: CSS=14.8, Synergy_ZIP=-3.53, Synergy_Bliss=-0.555, Synergy_Loewe=-11.8, Synergy_HSA=0.415. (7) Drug 2: CC(C1=C(C=CC(=C1Cl)F)Cl)OC2=C(N=CC(=C2)C3=CN(N=C3)C4CCNCC4)N. Synergy scores: CSS=28.4, Synergy_ZIP=4.26, Synergy_Bliss=3.99, Synergy_Loewe=-0.143, Synergy_HSA=2.01. Cell line: OVCAR3. Drug 1: COC1=C(C=C2C(=C1)N=CN=C2NC3=CC(=C(C=C3)F)Cl)OCCCN4CCOCC4. (8) Drug 1: CS(=O)(=O)C1=CC(=C(C=C1)C(=O)NC2=CC(=C(C=C2)Cl)C3=CC=CC=N3)Cl. Cell line: KM12. Synergy scores: CSS=4.75, Synergy_ZIP=-6.98, Synergy_Bliss=-3.11, Synergy_Loewe=-9.82, Synergy_HSA=-7.63. Drug 2: C1CCN(CC1)CCOC2=CC=C(C=C2)C(=O)C3=C(SC4=C3C=CC(=C4)O)C5=CC=C(C=C5)O. (9) Drug 1: CC(C1=C(C=CC(=C1Cl)F)Cl)OC2=C(N=CC(=C2)C3=CN(N=C3)C4CCNCC4)N. Drug 2: C1=CC(=CC=C1CC(C(=O)O)N)N(CCCl)CCCl.Cl. Cell line: SN12C. Synergy scores: CSS=19.2, Synergy_ZIP=-6.04, Synergy_Bliss=6.27, Synergy_Loewe=5.50, Synergy_HSA=6.07.